This data is from Reaction yield outcomes from USPTO patents with 853,638 reactions. The task is: Predict the reaction yield, written as a fraction of the theoretical maximum amount of product (1.0 means a 100% yield; for example, 0.34 means a 34% yield). (1) The reactants are [Cl-].[OH:2][NH3+:3].[C:4](=O)([O-])[OH:5].[Na+].CS(C)=[O:11].[O:13]1[CH:17]=[N:16][N:15]=[C:14]1[CH2:18][O:19][C@H:20]1[CH2:25][CH2:24][C@H:23]([N:26]2[C:31](=[O:32])[C:30]([CH2:33][C:34]3[CH:39]=[CH:38][C:37]([C:40]4[C:41]([C:46]#[N:47])=[CH:42][CH:43]=[CH:44][CH:45]=4)=[CH:36][CH:35]=3)=[C:29]([CH2:48][CH2:49][CH3:50])[N:28]3[N:51]=[CH:52][N:53]=[C:27]23)[CH2:22][CH2:21]1. The catalyst is O.C(OCC)(=O)C. The product is [O:5]=[C:4]1[O:2][N:3]=[C:46]([C:41]2[CH:42]=[CH:43][CH:44]=[CH:45][C:40]=2[C:37]2[CH:38]=[CH:39][C:34]([CH2:33][C:30]3[C:31](=[O:32])[N:26]([C@H:23]4[CH2:22][CH2:21][C@H:20]([O:19][CH2:18][C:14]5[O:13][C:17](=[O:11])[NH:16][N:15]=5)[CH2:25][CH2:24]4)[C:27]4[N:28]([N:51]=[CH:52][N:53]=4)[C:29]=3[CH2:48][CH2:49][CH3:50])=[CH:35][CH:36]=2)[NH:47]1. The yield is 0.120. (2) The reactants are [CH:1]1([C:4]([OH:6])=O)[CH2:3][CH2:2]1.C(N1[CH:18]=[CH:17]N=C1)(N1C=CN=C1)=O.Cl.[OH2:20].[CH3:21]N(C)C=O. No catalyst specified. The product is [CH:1]1([C:4](=[O:6])[CH2:21][C:17](=[O:20])[CH3:18])[CH2:3][CH2:2]1. The yield is 0.240. (3) The reactants are [C:9]1([S:8][S:8][C:9]2[CH:14]=[CH:13][CH:12]=[CH:11][CH:10]=2)[CH:14]=[CH:13][CH:12]=[CH:11][CH:10]=1.Br[C:16]1[S:17][C:18]2[NH:23][C:22]([C:24]([NH2:26])=[O:25])=[CH:21][C:19]=2[N:20]=1.C(=O)([O-])[O-].[Cs+].[Cs+]. The catalyst is CN(C=O)C. The product is [C:9]1([S:8][C:16]2[S:17][C:18]3[NH:23][C:22]([C:24]([NH2:26])=[O:25])=[C:21]([S:8][C:9]4[CH:10]=[CH:11][CH:12]=[CH:13][CH:14]=4)[C:19]=3[N:20]=2)[CH:14]=[CH:13][CH:12]=[CH:11][CH:10]=1. The yield is 0.0650. (4) The reactants are [Si:1]([O:8][CH2:9][C:10]1[O:11][CH:12]=[CH:13][CH:14]=1)([C:4]([CH3:7])([CH3:6])[CH3:5])([CH3:3])[CH3:2].CN(CCN(C)C)C.[Li]CCCC.[Cl:28][CH2:29][CH2:30][CH2:31]I. The catalyst is C1COCC1.CCCCCCC.CCOC(C)=O. The product is [Cl:28][CH2:29][CH2:30][CH2:31][C:12]1[O:11][C:10]([CH2:9][O:8][Si:1]([C:4]([CH3:7])([CH3:6])[CH3:5])([CH3:3])[CH3:2])=[CH:14][CH:13]=1. The yield is 0.750. (5) The reactants are C(O[C:4]([C:6]1([CH2:9][N:10]([CH2:19][C:20]2[CH:25]=[CH:24][C:23]([F:26])=[CH:22][CH:21]=2)[C:11](=[O:18])[CH2:12][C:13](=[O:17])CCC)[CH2:8][CH2:7]1)=[O:5])C.[CH3:27][CH2:28][O-:29].[Na+].Cl.O. The catalyst is CCO.[Cl-].[Na+].O. The product is [CH2:28]([O:29][C:13]([C:12]1[C:11](=[O:18])[N:10]([CH2:19][C:20]2[CH:21]=[CH:22][C:23]([F:26])=[CH:24][CH:25]=2)[CH2:9][C:6]2([C:4]=1[OH:5])[CH2:8][CH2:7]2)=[O:17])[CH3:27]. The yield is 0.746. (6) The reactants are O1CCCCC1[N:7]1[C:15]2[C:10](=[CH:11][C:12]([C:16]3[N:20]=[CH:19][N:18](C(C4C=CC=CC=4)(C4C=CC=CC=4)C4C=CC=CC=4)[N:17]=3)=[CH:13][CH:14]=2)[C:9]([C:40]2[CH:41]=[C:42]([CH:47]=[CH:48][CH:49]=2)[C:43](OC)=[O:44])=[N:8]1.[OH-].[Li+].ON1C2C=CC=CC=2N=N1.[CH:62]1([NH2:72])[C:71]2[C:66](=[CH:67][CH:68]=[CH:69][CH:70]=2)[CH2:65][CH2:64][CH2:63]1.Cl.C(N=C=NCCCN(C)C)C.Cl. The catalyst is O1CCCC1.O.O1CCOCC1. The product is [NH:18]1[CH:19]=[N:20][C:16]([C:12]2[CH:11]=[C:10]3[C:15](=[CH:14][CH:13]=2)[NH:7][N:8]=[C:9]3[C:40]2[CH:41]=[C:42]([C:43]([NH:72][C:62]3[C:71]4[CH2:70][CH2:69][CH2:68][CH2:67][C:66]=4[CH:65]=[CH:64][CH:63]=3)=[O:44])[CH:47]=[CH:48][CH:49]=2)=[N:17]1. The yield is 0.130. (7) The reactants are [OH:1][CH:2]1[CH2:7][CH2:6][CH:5]([NH:8][C:9]2[CH:16]=[C:15]([C:17]3[C:25]4[CH2:24][C:23]([CH3:27])([CH3:26])[CH2:22][C:21](=[O:28])[C:20]=4[N:19]([CH3:29])[CH:18]=3)[CH:14]=[CH:13][C:10]=2[C:11]#[N:12])[CH2:4][CH2:3]1.[OH:30]O.[OH-].[Na+]. The catalyst is C(O)C.CS(C)=O. The product is [OH:1][CH:2]1[CH2:7][CH2:6][CH:5]([NH:8][C:9]2[CH:16]=[C:15]([C:17]3[C:25]4[CH2:24][C:23]([CH3:26])([CH3:27])[CH2:22][C:21](=[O:28])[C:20]=4[N:19]([CH3:29])[CH:18]=3)[CH:14]=[CH:13][C:10]=2[C:11]([NH2:12])=[O:30])[CH2:4][CH2:3]1. The yield is 0.370. (8) The reactants are [H-].[Na+].CN(C=O)C.[F:8][C:9]1[CH:16]=[CH:15][C:12]([CH:13]=[O:14])=[CH:11][C:10]=1[OH:17].I[CH2:19][CH3:20]. The catalyst is C(OCC)(=O)C.O. The product is [CH2:19]([O:17][C:10]1[CH:11]=[C:12]([CH:15]=[CH:16][C:9]=1[F:8])[CH:13]=[O:14])[CH3:20]. The yield is 0.700. (9) The reactants are [BH4-].[Na+].[CH:3]1([C:9]2[C:10]3[CH:11]=[CH:12][C:13]([C:28]([O:30][CH3:31])=[O:29])=[CH:14][C:15]=3[N:16]3[CH2:22][C:21](=[O:23])[CH2:20][C:19]4[CH:24]=[CH:25][CH:26]=[CH:27][C:18]=4[C:17]=23)[CH2:8][CH2:7][CH2:6][CH2:5][CH2:4]1. The catalyst is CO.O1CCCC1. The product is [CH:3]1([C:9]2[C:10]3[CH:11]=[CH:12][C:13]([C:28]([O:30][CH3:31])=[O:29])=[CH:14][C:15]=3[N:16]3[CH2:22][CH:21]([OH:23])[CH2:20][C:19]4[CH:24]=[CH:25][CH:26]=[CH:27][C:18]=4[C:17]=23)[CH2:4][CH2:5][CH2:6][CH2:7][CH2:8]1. The yield is 0.960. (10) The reactants are [BH4-].[Na+].[CH3:3][O:4][CH2:5][O:6][C:7]1[CH:12]=[C:11]([O:13][CH2:14][O:15][CH3:16])[CH:10]=[CH:9][C:8]=1[CH:17]1[CH2:22][CH2:21][CH2:20][C:19](=[N:23]O)[CH2:18]1.O. The catalyst is CO.O.O.O.O.O.O.[Ni](Cl)Cl. The product is [CH3:3][O:4][CH2:5][O:6][C:7]1[CH:12]=[C:11]([O:13][CH2:14][O:15][CH3:16])[CH:10]=[CH:9][C:8]=1[CH:17]1[CH2:22][CH2:21][CH2:20][CH:19]([NH2:23])[CH2:18]1. The yield is 0.650.